This data is from Reaction yield outcomes from USPTO patents with 853,638 reactions. The task is: Predict the reaction yield, written as a fraction of the theoretical maximum amount of product (1.0 means a 100% yield; for example, 0.34 means a 34% yield). The reactants are [Cl:1][C:2]1[N:10]=[CH:9][N:8]=[C:7]2[C:3]=1[N:4]=[CH:5][N:6]2[C@H:11]1[C@@H:15]2[O:16][C:17]([CH3:20])([CH3:19])[O:18][C@@H:14]2[C@@H:13]([CH2:21][CH2:22][S:23](Cl)(=[O:25])=[O:24])[O:12]1.[NH3:27]. The catalyst is CN(C)C=O.CO. The product is [Cl:1][C:2]1[N:10]=[CH:9][N:8]=[C:7]2[C:3]=1[N:4]=[CH:5][N:6]2[C@H:11]1[C@@H:15]2[O:16][C:17]([CH3:20])([CH3:19])[O:18][C@@H:14]2[C@@H:13]([CH2:21][CH2:22][S:23]([NH2:27])(=[O:25])=[O:24])[O:12]1. The yield is 0.420.